Task: Predict the reactants needed to synthesize the given product.. Dataset: Full USPTO retrosynthesis dataset with 1.9M reactions from patents (1976-2016) (1) Given the product [C:20]([C:19]1[CH:22]=[CH:23][C:16]([CH2:15][NH:14][C:31](=[O:26])[CH:30]([O:29][CH3:28])[C:9]2[CH:8]=[CH:7][C:6]([N:4]3[CH2:3][CH2:2][CH2:1][CH2:5]3)=[CH:11][CH:10]=2)=[CH:17][CH:18]=1)#[N:21], predict the reactants needed to synthesize it. The reactants are: [CH2:1]1[CH2:5][N:4]([C:6]2[CH:11]=[CH:10][C:9](C=O)=[CH:8][CH:7]=2)[CH2:3][CH2:2]1.[NH2:14][CH2:15][C:16]1[CH:23]=[CH:22][C:19]([C:20]#[N:21])=[CH:18][CH:17]=1.CO.[O:26]1[CH2:31][CH2:30][O:29][CH2:28]C1. (2) Given the product [CH3:37][N:34]1[CH2:33][CH2:32][N:31]([S:28]([CH2:27][CH2:26][CH2:25][O:1][C:2]2[C:11]3[N:10]=[C:9]([NH:12][C:13](=[O:20])[C:14]4[CH:19]=[CH:18][CH:17]=[N:16][CH:15]=4)[N:8]4[CH2:21][CH2:22][N:23]=[C:7]4[C:6]=3[CH:5]=[CH:4][CH:3]=2)(=[O:30])=[O:29])[CH2:36][CH2:35]1, predict the reactants needed to synthesize it. The reactants are: [OH:1][C:2]1[C:11]2[N:10]=[C:9]([NH:12][C:13](=[O:20])[C:14]3[CH:19]=[CH:18][CH:17]=[N:16][CH:15]=3)[N:8]3[CH2:21][CH2:22][N:23]=[C:7]3[C:6]=2[CH:5]=[CH:4][CH:3]=1.Cl[CH2:25][CH2:26][CH2:27][S:28]([N:31]1[CH2:36][CH2:35][N:34]([CH3:37])[CH2:33][CH2:32]1)(=[O:30])=[O:29]. (3) Given the product [N:17]([CH2:2][C:3]([C:5]1[CH:16]=[CH:15][C:8]2[O:9][C:10]([CH3:14])([CH3:13])[O:11][CH2:12][C:7]=2[CH:6]=1)=[O:4])=[N+:18]=[N-:19], predict the reactants needed to synthesize it. The reactants are: Br[CH2:2][C:3]([C:5]1[CH:16]=[CH:15][C:8]2[O:9][C:10]([CH3:14])([CH3:13])[O:11][CH2:12][C:7]=2[CH:6]=1)=[O:4].[N-:17]=[N+:18]=[N-:19].[Na+]. (4) Given the product [C:15]([C:17]1[CH:18]=[CH:19][C:20]([CH2:23][CH2:24][C:25]2[C:29]3[C:30]([OH:34])=[CH:31][CH:32]=[CH:33][C:28]=3[O:27][CH:26]=2)=[CH:21][CH:22]=1)(=[NH:3])[NH2:16], predict the reactants needed to synthesize it. The reactants are: C[Si](C)(C)[NH:3][Si](C)(C)C.C([Li])CCC.[C:15]([C:17]1[CH:22]=[CH:21][C:20]([CH2:23][CH2:24][C:25]2[C:29]3[C:30]([OH:34])=[CH:31][CH:32]=[CH:33][C:28]=3[O:27][CH:26]=2)=[CH:19][CH:18]=1)#[N:16].Cl.